Task: Predict the reactants needed to synthesize the given product.. Dataset: Full USPTO retrosynthesis dataset with 1.9M reactions from patents (1976-2016) (1) Given the product [C:40]([C:39]1[CH:38]=[N:37][N:34]2[CH:35]=[CH:36][C:31]([C:17]3[CH:18]=[C:13]([NH:12][S:9]([C:3]4[CH:4]=[CH:5][C:6]([F:8])=[CH:7][C:2]=4[F:1])(=[O:10])=[O:11])[C:14]([O:28][CH3:29])=[N:15][CH:16]=3)=[CH:32][C:33]=12)#[N:41], predict the reactants needed to synthesize it. The reactants are: [F:1][C:2]1[CH:7]=[C:6]([F:8])[CH:5]=[CH:4][C:3]=1[S:9]([NH:12][C:13]1[C:14]([O:28][CH3:29])=[N:15][CH:16]=[C:17](B2OC(C)(C)C(C)(C)O2)[CH:18]=1)(=[O:11])=[O:10].Br[C:31]1[CH:36]=[CH:35][N:34]2[N:37]=[CH:38][C:39]([C:40]#[N:41])=[C:33]2[CH:32]=1.C(Cl)Cl.C([O-])([O-])=O.[Na+].[Na+]. (2) The reactants are: [C:1]([O:5][CH3:6])(=[O:4])[CH2:2][CH3:3].[Br:7][C:8]1[CH:17]=[CH:16][C:11]2[N:12]=[C:13](Cl)[S:14][C:10]=2[CH:9]=1.C[Si]([N-][Si](C)(C)C)(C)C.[Na+].C1COCC1. Given the product [Br:7][C:8]1[CH:17]=[CH:16][C:11]2[N:12]=[C:13]([CH:2]([CH3:3])[C:1]([O:5][CH3:6])=[O:4])[S:14][C:10]=2[CH:9]=1, predict the reactants needed to synthesize it. (3) Given the product [F:37][C:2]([F:1])([F:38])[C:3]1[CH:4]=[CH:5][C:6]([C@@H:9]2[CH2:13][CH2:12][NH:11][C@@H:10]2[C:33]([O:35][CH3:36])=[O:34])=[CH:7][CH:8]=1, predict the reactants needed to synthesize it. The reactants are: [F:1][C:2]([F:38])([F:37])[C:3]1[CH:8]=[CH:7][C:6]([C:9]2[C@@H:10]([C:33]([O:35][CH3:36])=[O:34])[N:11](C(C3C=CC=CC=3)(C3C=CC=CC=3)C3C=CC=CC=3)[CH2:12][CH:13]=2)=[CH:5][CH:4]=1. (4) The reactants are: [C:1]12([NH:6][C:7](=[O:16])[C:8]3[CH:13]=[C:12]([Br:14])[CH:11]=[N:10][C:9]=3[F:15])[CH2:5][CH:3]([CH2:4]1)[CH2:2]2.[H-].[Na+].[CH3:19]I. Given the product [C:1]12([N:6]([CH3:19])[C:7](=[O:16])[C:8]3[CH:13]=[C:12]([Br:14])[CH:11]=[N:10][C:9]=3[F:15])[CH2:2][CH:3]([CH2:5]1)[CH2:4]2, predict the reactants needed to synthesize it. (5) Given the product [Cl:1][C:2]1[CH:3]=[C:4]([NH:9][C:10]2[C:19]3[C:14](=[CH:15][C:16]([O:32][CH3:33])=[C:17]([O:20][CH:21]4[CH2:22][CH2:23][NH:24][CH2:25][CH2:26]4)[CH:18]=3)[N:13]=[CH:12][N:11]=2)[CH:5]=[CH:6][C:7]=1[F:8], predict the reactants needed to synthesize it. The reactants are: [Cl:1][C:2]1[CH:3]=[C:4]([NH:9][C:10]2[C:19]3[C:14](=[CH:15][C:16]([O:32][CH3:33])=[C:17]([O:20][CH:21]4[CH2:26][CH2:25][N:24](C(OCC)=O)[CH2:23][CH2:22]4)[CH:18]=3)[N:13]=[CH:12][N:11]=2)[CH:5]=[CH:6][C:7]=1[F:8].[OH-].[K+]. (6) The reactants are: [NH2:1][C:2]1[CH:6]=[C:5]([Cl:7])[N:4]([C:8]2[CH:13]=[CH:12][C:11]([Br:14])=[CH:10][CH:9]=2)[C:3]=1[C:15]([O:17][CH2:18][CH3:19])=[O:16].C(N(CC)CC)C.[C:27]([CH2:29][C:30](O)=[O:31])#[N:28].C1CCC(N=C=NC2CCCCC2)CC1. Given the product [Br:14][C:11]1[CH:10]=[CH:9][C:8]([N:4]2[C:5]([Cl:7])=[CH:6][C:2]([NH:1][C:30](=[O:31])[CH2:29][C:27]#[N:28])=[C:3]2[C:15]([O:17][CH2:18][CH3:19])=[O:16])=[CH:13][CH:12]=1, predict the reactants needed to synthesize it. (7) Given the product [CH:11]1([NH:19][C:20]([N:3]2[C:4]3[C:9](=[CH:8][CH:7]=[CH:6][CH:5]=3)[CH2:10][C@@H:2]2[CH3:1])=[O:21])[CH2:18][CH2:17][CH2:16][CH2:15][CH2:14][CH2:13][CH2:12]1, predict the reactants needed to synthesize it. The reactants are: [CH3:1][C@H:2]1[CH2:10][C:9]2[C:4](=[CH:5][CH:6]=[CH:7][CH:8]=2)[NH:3]1.[CH:11]1([N:19]=[C:20]=[O:21])[CH2:18][CH2:17][CH2:16][CH2:15][CH2:14][CH2:13][CH2:12]1.